This data is from Forward reaction prediction with 1.9M reactions from USPTO patents (1976-2016). The task is: Predict the product of the given reaction. Given the reactants [CH2:1]([C:5]1[CH:13]=[CH:12][C:8]([C:9](O)=[O:10])=[CH:7][CH:6]=1)[CH:2]([CH3:4])[CH3:3].C(OC1C=CC(S([NH2:27])(=O)=O)=CC=1N=C=S)(C)C, predict the reaction product. The product is: [CH2:1]([C:5]1[CH:13]=[CH:12][C:8]([C:9]([NH2:27])=[O:10])=[CH:7][CH:6]=1)[CH:2]([CH3:4])[CH3:3].